From a dataset of Full USPTO retrosynthesis dataset with 1.9M reactions from patents (1976-2016). Predict the reactants needed to synthesize the given product. (1) Given the product [C:1]([C:5]1[CH:6]=[C:7]([C:20]([NH:34][S:31]([C:26]2[CH:27]=[CH:28][CH:29]=[CH:30][C:25]=2[C:23]#[N:24])(=[O:32])=[O:33])=[O:22])[N:8]([CH2:10][C:11]2[C:16]([CH3:17])=[CH:15][C:14]([CH3:18])=[CH:13][C:12]=2[CH3:19])[N:9]=1)([CH3:4])([CH3:3])[CH3:2], predict the reactants needed to synthesize it. The reactants are: [C:1]([C:5]1[CH:6]=[C:7]([C:20]([OH:22])=O)[N:8]([CH2:10][C:11]2[C:16]([CH3:17])=[CH:15][C:14]([CH3:18])=[CH:13][C:12]=2[CH3:19])[N:9]=1)([CH3:4])([CH3:3])[CH3:2].[C:23]([C:25]1[CH:30]=[CH:29][CH:28]=[CH:27][C:26]=1[S:31]([NH2:34])(=[O:33])=[O:32])#[N:24].CN(C(ON1N=NC2C=CC=NC1=2)=[N+](C)C)C.F[P-](F)(F)(F)(F)F.CCN(C(C)C)C(C)C. (2) Given the product [ClH:1].[ClH:1].[CH:27]1([NH:3][C@@H:4]2[CH2:6][C@H:5]2[C:7]2[CH:8]=[C:9]([CH:19]=[CH:20][CH:21]=2)[C:10]([NH:12][C:13]2[S:14][C:15]([CH3:18])=[N:16][N:17]=2)=[O:11])[CH2:30][CH2:29][CH2:28]1, predict the reactants needed to synthesize it. The reactants are: [ClH:1].Cl.[NH2:3][C@@H:4]1[CH2:6][C@H:5]1[C:7]1[CH:8]=[C:9]([CH:19]=[CH:20][CH:21]=1)[C:10]([NH:12][C:13]1[S:14][C:15]([CH3:18])=[N:16][N:17]=1)=[O:11].C(=O)([O-])O.[Na+].[C:27]1(=O)[CH2:30][CH2:29][CH2:28]1. (3) Given the product [C:18]([C@H:22]1[CH2:23][CH2:24][C@H:25]([NH:28][CH:2]2[C:10]3[C:5](=[CH:6][C:7]([C:11]([O:13][CH2:14][CH2:15][CH2:16][CH3:17])=[O:12])=[CH:8][CH:9]=3)[CH2:4][CH2:3]2)[CH2:26][CH2:27]1)([CH3:21])([CH3:19])[CH3:20], predict the reactants needed to synthesize it. The reactants are: O=[C:2]1[C:10]2[C:5](=[CH:6][C:7]([C:11]([O:13][CH2:14][CH2:15][CH2:16][CH3:17])=[O:12])=[CH:8][CH:9]=2)[CH2:4][CH2:3]1.[C:18]([CH:22]1[CH2:27][CH2:26][CH:25]([NH2:28])[CH2:24][CH2:23]1)([CH3:21])([CH3:20])[CH3:19].[BH4-].[Na+]. (4) Given the product [Br:3][C:4]1[C:9]([O:10][CH3:11])=[C:8]([CH:12]([N:20]2[C:21]3=[N:22][CH:23]=[N:24][C:25]([NH2:27])=[C:26]3[C:18]([CH3:17])=[N:19]2)[CH3:13])[CH:7]=[C:6]([Cl:15])[C:5]=1[CH3:16], predict the reactants needed to synthesize it. The reactants are: [H-].[Na+].[Br:3][C:4]1[C:5]([CH3:16])=[C:6]([Cl:15])[CH:7]=[C:8]([CH:12](Cl)[CH3:13])[C:9]=1[O:10][CH3:11].[CH3:17][C:18]1[C:26]2[C:21](=[N:22][CH:23]=[N:24][C:25]=2[NH2:27])[NH:20][N:19]=1. (5) Given the product [CH:1]([NH:4][C:5]1[N:10]=[C:9]([NH:11][C:12]2[CH:17]=[CH:16][N:15]=[C:14]([C:18]([F:19])([F:21])[F:20])[CH:13]=2)[N:8]=[C:7]([C:22]2[CH2:27][CH2:26][CH2:25][CH:24]([OH:28])[CH:23]=2)[N:6]=1)([CH3:3])[CH3:2], predict the reactants needed to synthesize it. The reactants are: [CH:1]([NH:4][C:5]1[N:10]=[C:9]([NH:11][C:12]2[CH:17]=[CH:16][N:15]=[C:14]([C:18]([F:21])([F:20])[F:19])[CH:13]=2)[N:8]=[C:7]([C:22]2[CH2:27][CH2:26][CH2:25][C:24](=[O:28])[CH:23]=2)[N:6]=1)([CH3:3])[CH3:2].[BH4-].[Na+]. (6) Given the product [Br:14][C:5]1[C:4]([CH2:1][CH2:2][CH3:3])=[CH:9][C:8]([N+:10]([O-:12])=[O:11])=[CH:7][N:6]=1, predict the reactants needed to synthesize it. The reactants are: [CH2:1]([C:4]1[C:5](N)=[N:6][CH:7]=[C:8]([N+:10]([O-:12])=[O:11])[CH:9]=1)[CH2:2][CH3:3].[BrH:14].BrBr.N([O-])=O.[Na+].[OH-].[Na+].